From a dataset of Full USPTO retrosynthesis dataset with 1.9M reactions from patents (1976-2016). Predict the reactants needed to synthesize the given product. Given the product [Cl:17][C:18]1[CH:19]=[CH:20][C:21]([C:24]([CH:26]2[CH2:31][CH2:30][N:29]([C:9]([O:11][C:12]([CH3:13])([CH3:14])[CH3:15])=[O:10])[CH2:28][CH2:27]2)=[O:25])=[CH:22][CH:23]=1, predict the reactants needed to synthesize it. The reactants are: [C:9](O[C:9]([O:11][C:12]([CH3:15])([CH3:14])[CH3:13])=[O:10])([O:11][C:12]([CH3:15])([CH3:14])[CH3:13])=[O:10].Cl.[Cl:17][C:18]1[CH:23]=[CH:22][C:21]([C:24]([CH:26]2[CH2:31][CH2:30][NH:29][CH2:28][CH2:27]2)=[O:25])=[CH:20][CH:19]=1.C(N(CC)CC)C.